From a dataset of Full USPTO retrosynthesis dataset with 1.9M reactions from patents (1976-2016). Predict the reactants needed to synthesize the given product. (1) Given the product [CH2:30]([O:34][C:22]1[CH:27]=[CH:26][C:25]([O:28][CH3:29])=[CH:24][CH:23]=1)/[CH:31]=[CH:32]/[CH3:33], predict the reactants needed to synthesize it. The reactants are: N1C2C(=CC=C3C=2N=CC=C3)C=CC=1.C([O-])([O-])=O.[Cs+].[Cs+].I[C:22]1[CH:27]=[CH:26][C:25]([O:28][CH3:29])=[CH:24][CH:23]=1.[CH2:30]([OH:34])/[CH:31]=[CH:32]/[CH3:33]. (2) Given the product [NH2:39][C@H:40]1[CH2:45][CH2:44][CH2:43][CH2:42][C@H:41]1[NH:46][C:2]1[C:7]2[N:8]=[C:9]([C:11]3[C:12]([NH:25][C@@H:26]4[CH2:31][CH2:30][CH2:29][N:28]([C:32]([O:34][C:35]([CH3:38])([CH3:37])[CH3:36])=[O:33])[CH2:27]4)=[N:13][C:14]([N:19]4[CH2:24][CH2:23][O:22][CH2:21][CH2:20]4)=[N:15][C:16]=3[O:17][CH3:18])[S:10][C:6]=2[CH:5]=[CH:4][CH:3]=1, predict the reactants needed to synthesize it. The reactants are: Cl[C:2]1[C:7]2[N:8]=[C:9]([C:11]3[C:12]([NH:25][C@@H:26]4[CH2:31][CH2:30][CH2:29][N:28]([C:32]([O:34][C:35]([CH3:38])([CH3:37])[CH3:36])=[O:33])[CH2:27]4)=[N:13][C:14]([N:19]4[CH2:24][CH2:23][O:22][CH2:21][CH2:20]4)=[N:15][C:16]=3[O:17][CH3:18])[S:10][C:6]=2[CH:5]=[CH:4][CH:3]=1.[NH2:39][C@@H:40]1[CH2:45][CH2:44][CH2:43][CH2:42][C@@H:41]1[NH2:46].CC([O-])(C)C.[Na+].